From a dataset of Full USPTO retrosynthesis dataset with 1.9M reactions from patents (1976-2016). Predict the reactants needed to synthesize the given product. (1) Given the product [CH3:36][O:37][C:38]1[C:43]2[N:44]=[C:45]([NH:47][C:6](=[O:8])[C:5]3[CH:9]=[CH:10][N:11]=[C:3]([CH3:2])[CH:4]=3)[S:46][C:42]=2[C:41]([CH:48]2[CH2:53][CH2:52][CH2:51][CH2:50][O:49]2)=[CH:40][CH:39]=1, predict the reactants needed to synthesize it. The reactants are: Cl.[CH3:2][C:3]1[CH:4]=[C:5]([CH:9]=[CH:10][N:11]=1)[C:6]([OH:8])=O.CN(C(ON1N=NC2C=CC=NC1=2)=[N+](C)C)C.F[P-](F)(F)(F)(F)F.[CH3:36][O:37][C:38]1[C:43]2[N:44]=[C:45]([NH2:47])[S:46][C:42]=2[C:41]([CH:48]2[CH2:53][CH2:52][CH2:51][CH2:50][O:49]2)=[CH:40][CH:39]=1. (2) The reactants are: [CH:1]1([N:5]2[CH2:10][CH2:9][C:8]3([CH2:15][CH2:14][N:13]([C:16]4[CH:21]=[CH:20][C:19]([C:22]([N:24]5[CH2:28][CH2:27][CH2:26][CH:25]5[CH3:29])=O)=[CH:18][N:17]=4)[CH2:12][CH2:11]3)[CH2:7][CH2:6]2)[CH2:4][CH2:3][CH2:2]1.[H-].[H-].[H-].[H-].[Li+].[Al+3]. Given the product [CH:1]1([N:5]2[CH2:10][CH2:9][C:8]3([CH2:15][CH2:14][N:13]([C:16]4[CH:21]=[CH:20][C:19]([CH2:22][N:24]5[CH2:28][CH2:27][CH2:26][CH:25]5[CH3:29])=[CH:18][N:17]=4)[CH2:12][CH2:11]3)[CH2:7][CH2:6]2)[CH2:4][CH2:3][CH2:2]1, predict the reactants needed to synthesize it. (3) The reactants are: [F:1][C:2]1[CH:7]=[C:6]([C:8]2[CH:13]=[CH:12][N:11]=[C:10]3[NH:14][C:15]([C:17]4[CH:18]=[N:19][N:20]([CH3:22])[CH:21]=4)=[N:16][C:9]=23)[CH:5]=[CH:4][C:3]=1[CH2:23][NH2:24].[C:25]([C:29]1[O:33][N:32]=[C:31]([C:34](O)=[O:35])[CH:30]=1)([CH3:28])([CH3:27])[CH3:26]. Given the product [C:25]([C:29]1[O:33][N:32]=[C:31]([C:34]([NH:24][CH2:23][C:3]2[CH:4]=[CH:5][C:6]([C:8]3[CH:13]=[CH:12][N:11]=[C:10]4[NH:14][C:15]([C:17]5[CH:18]=[N:19][N:20]([CH3:22])[CH:21]=5)=[N:16][C:9]=34)=[CH:7][C:2]=2[F:1])=[O:35])[CH:30]=1)([CH3:28])([CH3:26])[CH3:27], predict the reactants needed to synthesize it. (4) Given the product [NH2:10][C@H:11]([C:17]1[NH:21][C:20]2[CH:22]=[CH:23][C:24]([C:26]3[CH:31]=[CH:30][C:29]([C:32]#[N:33])=[C:28]([F:34])[CH:27]=3)=[CH:25][C:19]=2[N:18]=1)[C@@H:12]([CH3:16])[C:13]([NH2:2])=[O:14], predict the reactants needed to synthesize it. The reactants are: [OH-].[NH4+:2].C(OC([NH:10][C@H:11]([C:17]1[NH:21][C:20]2[CH:22]=[CH:23][C:24]([C:26]3[CH:31]=[CH:30][C:29]([C:32]#[N:33])=[C:28]([F:34])[CH:27]=3)=[CH:25][C:19]=2[N:18]=1)[C@@H:12]([CH3:16])[C:13](O)=[O:14])=O)(C)(C)C. (5) Given the product [OH:1][C@H:2]1[CH2:7][CH2:6][CH2:5][C@@H:4]([C:8]([O:10][CH2:11][C:12]2[CH:13]=[CH:14][CH:15]=[CH:16][CH:17]=2)=[O:9])[CH2:3]1, predict the reactants needed to synthesize it. The reactants are: [OH:1][C@@H:2]1[CH2:7][CH2:6][CH2:5][C@H:4]([C:8]([O:10][CH2:11][C:12]2[CH:17]=[CH:16][CH:15]=[CH:14][CH:13]=2)=[O:9])[CH2:3]1. (6) Given the product [CH3:1][O:2][C:3](=[O:53])[C@@H:4]([NH:20][C:21]([CH:23]1[CH2:32][C:31]2[CH:30]=[C:29]3[O:33][CH2:34][C@H:35]([C:37]4[CH:42]=[CH:41][C:40]([O:43][CH2:44][C:45]5[CH:50]=[CH:49][C:48]([Cl:51])=[C:47]([Cl:52])[CH:46]=5)=[CH:39][CH:38]=4)[O:36][C:28]3=[CH:27][C:26]=2[CH2:25][N:24]1[S:70]([C:68]1[CH:67]=[CH:66][C:64]2[N:65]=[C:61]([NH:60][C:59]([O:58][C:54]([CH3:55])([CH3:56])[CH3:57])=[O:74])[S:62][C:63]=2[CH:69]=1)(=[O:72])=[O:71])=[O:22])[CH2:5][C:6]1[CH:11]=[CH:10][C:9]([C:12]2[CH:13]=[CH:14][C:15]([C:18]#[N:19])=[CH:16][CH:17]=2)=[CH:8][CH:7]=1, predict the reactants needed to synthesize it. The reactants are: [CH3:1][O:2][C:3](=[O:53])[C@@H:4]([NH:20][C:21]([CH:23]1[CH2:32][C:31]2[CH:30]=[C:29]3[O:33][CH2:34][C@H:35]([C:37]4[CH:42]=[CH:41][C:40]([O:43][CH2:44][C:45]5[CH:50]=[CH:49][C:48]([Cl:51])=[C:47]([Cl:52])[CH:46]=5)=[CH:39][CH:38]=4)[O:36][C:28]3=[CH:27][C:26]=2[CH2:25][NH:24]1)=[O:22])[CH2:5][C:6]1[CH:11]=[CH:10][C:9]([C:12]2[CH:17]=[CH:16][C:15]([C:18]#[N:19])=[CH:14][CH:13]=2)=[CH:8][CH:7]=1.[C:54]([O:58][C:59](=[O:74])[NH:60][C:61]1[S:62][C:63]2[CH:69]=[C:68]([S:70](Cl)(=[O:72])=[O:71])[CH:67]=[CH:66][C:64]=2[N:65]=1)([CH3:57])([CH3:56])[CH3:55]. (7) Given the product [CH2:16]([O:18][C:19]([N:21]1[CH2:26][CH2:25][N:24]([C:27](=[O:44])[C:28]2[CH:33]=[C:32]([OH:34])[CH:31]=[C:30]([O:35][C:36]3[CH:41]=[CH:40][C:39]([CH2:42][NH:43][C:9]([O:11][C:12]([CH3:13])([CH3:14])[CH3:15])=[O:10])=[CH:38][CH:37]=3)[CH:29]=2)[CH2:23][CH2:22]1)=[O:20])[CH3:17], predict the reactants needed to synthesize it. The reactants are: [CH3:13][C:12]([O:11][C:9](O[C:9]([O:11][C:12]([CH3:15])([CH3:14])[CH3:13])=[O:10])=[O:10])([CH3:15])[CH3:14].[CH2:16]([O:18][C:19]([N:21]1[CH2:26][CH2:25][N:24]([C:27](=[O:44])[C:28]2[CH:33]=[C:32]([OH:34])[CH:31]=[C:30]([O:35][C:36]3[CH:41]=[CH:40][C:39]([CH2:42][NH2:43])=[CH:38][CH:37]=3)[CH:29]=2)[CH2:23][CH2:22]1)=[O:20])[CH3:17]. (8) Given the product [Br:9][C:10]1[N:11]=[C:12]([C:26](=[O:27])[CH:25]([F:31])[F:24])[C:13]([F:23])=[C:14]([Si:16]([CH2:21][CH3:22])([CH2:19][CH3:20])[CH2:17][CH3:18])[CH:15]=1, predict the reactants needed to synthesize it. The reactants are: [Li+].CC([N-]C(C)C)C.[Br:9][C:10]1[CH:15]=[C:14]([Si:16]([CH2:21][CH3:22])([CH2:19][CH3:20])[CH2:17][CH3:18])[C:13]([F:23])=[CH:12][N:11]=1.[F:24][CH:25]([F:31])[C:26](OCC)=[O:27]. (9) Given the product [O:110]=[C:107]1[CH:108]=[CH:109][C:105](=[O:104])[N:106]1[CH2:111][CH2:112][CH2:113][CH2:114][CH2:115][C:116]([NH:118][N:119]([C:1](=[O:2])[CH2:4][CH2:5][CH2:6][N:7]([CH3:63])[C@H:8]([C:12]([NH:14][C@H:15]([C:19]([N:21]([C@@H:23]([C@@H:59]([CH3:62])[CH2:60][CH3:61])[C@H:24]([O:57][CH3:58])[CH2:25][C:26]([N:28]1[CH2:32][CH2:31][CH2:30][C@H:29]1[C@H:33]([O:55][CH3:56])[C@@H:34]([CH3:54])[C:35]([NH:37][C@@H:38]([CH2:47][C:48]1[CH:53]=[CH:52][CH:51]=[CH:50][CH:49]=1)[C:39]([N:41]1[CH2:46][CH2:45][CH2:44][CH2:43][O:42]1)=[O:40])=[O:36])=[O:27])[CH3:22])=[O:20])[CH:16]([CH3:18])[CH3:17])=[O:13])[CH:9]([CH3:11])[CH3:10])[CH3:120])=[O:117], predict the reactants needed to synthesize it. The reactants are: [C:1]([CH2:4][CH2:5][CH2:6][N:7]([CH3:63])[C@H:8]([C:12]([NH:14][C@H:15]([C:19]([N:21]([C@@H:23]([C@@H:59]([CH3:62])[CH2:60][CH3:61])[C@H:24]([O:57][CH3:58])[CH2:25][C:26]([N:28]1[CH2:32][CH2:31][CH2:30][C@H:29]1[C@H:33]([O:55][CH3:56])[C@@H:34]([CH3:54])[C:35]([NH:37][C@@H:38]([CH2:47][C:48]1[CH:53]=[CH:52][CH:51]=[CH:50][CH:49]=1)[C:39]([N:41]1[CH2:46][CH2:45][CH2:44][CH2:43][O:42]1)=[O:40])=[O:36])=[O:27])[CH3:22])=[O:20])[CH:16]([CH3:18])[CH3:17])=[O:13])[CH:9]([CH3:11])[CH3:10])(O)=[O:2].F[P-](F)(F)(F)(F)F.N1(OC(N(C)C)=[N+](C)C)C2N=CC=CC=2N=N1.C(N(CC)C(C)C)(C)C.FC(F)(F)C(O)=O.[O:104]=[C:105]1[CH:109]=[CH:108][C:107](=[O:110])[N:106]1[CH2:111][CH2:112][CH2:113][CH2:114][CH2:115][C:116]([NH:118][NH:119][CH3:120])=[O:117].